From a dataset of Forward reaction prediction with 1.9M reactions from USPTO patents (1976-2016). Predict the product of the given reaction. (1) Given the reactants [BH4-].[Na+].[Cl:3][C:4]1[CH:5]=[N:6][CH:7]=[CH:8][C:9]=1[CH:10]=[O:11].O, predict the reaction product. The product is: [Cl:3][C:4]1[CH:5]=[N:6][CH:7]=[CH:8][C:9]=1[CH2:10][OH:11]. (2) Given the reactants [NH2:1][C:2]1[C:3]([NH:12][CH2:13][CH:14]([O:17][CH3:18])[O:15][CH3:16])=[C:4]([CH:9]=[CH:10][CH:11]=1)[C:5]([O:7][CH3:8])=[O:6].OOS([O-])=O.[K+].[F:25][C:26]1[CH:33]=[CH:32][C:29]([CH:30]=O)=[CH:28][CH:27]=1, predict the reaction product. The product is: [CH3:16][O:15][CH:14]([O:17][CH3:18])[CH2:13][N:12]1[C:3]2[C:4]([C:5]([O:7][CH3:8])=[O:6])=[CH:9][CH:10]=[CH:11][C:2]=2[N:1]=[C:30]1[C:29]1[CH:32]=[CH:33][C:26]([F:25])=[CH:27][CH:28]=1.